This data is from TCR-epitope binding with 47,182 pairs between 192 epitopes and 23,139 TCRs. The task is: Binary Classification. Given a T-cell receptor sequence (or CDR3 region) and an epitope sequence, predict whether binding occurs between them. (1) The epitope is KLGGALQAK. The TCR CDR3 sequence is CASSSGLAGVNEQFF. Result: 0 (the TCR does not bind to the epitope). (2) The epitope is SSTFNVPMEKLK. The TCR CDR3 sequence is CASSRPGHNEQFF. Result: 0 (the TCR does not bind to the epitope). (3) The epitope is IPRRNVATL. The TCR CDR3 sequence is CASSPSGRYEQYF. Result: 1 (the TCR binds to the epitope).